Dataset: Forward reaction prediction with 1.9M reactions from USPTO patents (1976-2016). Task: Predict the product of the given reaction. (1) Given the reactants C([N:8]1[CH2:13][CH2:12][C:11]([NH:20][C:21](=[O:23])[CH3:22])([C:14]2[CH:19]=[CH:18][CH:17]=[CH:16][CH:15]=2)[CH2:10][CH2:9]1)C1C=CC=CC=1, predict the reaction product. The product is: [C:14]1([C:11]2([NH:20][C:21](=[O:23])[CH3:22])[CH2:12][CH2:13][NH:8][CH2:9][CH2:10]2)[CH:15]=[CH:16][CH:17]=[CH:18][CH:19]=1. (2) Given the reactants C(N(CC)CC)C.[CH3:8][N:9]1[CH2:14][CH2:13][NH:12][CH2:11][CH2:10]1.[C:15]([C:19]1[O:20][C:21]2[C:27]([S:28](Cl)(=[O:30])=[O:29])=[C:26]([Cl:32])[CH:25]=[CH:24][C:22]=2[N:23]=1)([CH3:18])([CH3:17])[CH3:16].O, predict the reaction product. The product is: [C:15]([C:19]1[O:20][C:21]2[C:27]([S:28]([N:12]3[CH2:13][CH2:14][N:9]([CH3:8])[CH2:10][CH2:11]3)(=[O:30])=[O:29])=[C:26]([Cl:32])[CH:25]=[CH:24][C:22]=2[N:23]=1)([CH3:18])([CH3:16])[CH3:17]. (3) The product is: [CH3:1][C@@H:2]1[CH2:7][CH2:6][CH2:5][N:4]([C:8]([C:10]2[CH:15]=[C:14]([CH3:16])[CH:13]=[CH:12][C:11]=2[C:17]2[CH:18]=[N:19][N:20]([CH3:22])[CH:21]=2)=[O:9])[C@@H:3]1[CH2:23][NH:24][C:25]1[CH:30]=[CH:29][CH:28]=[C:27]([C:42]([F:45])([F:44])[F:43])[N:26]=1. Given the reactants [CH3:1][C@@H:2]1[CH2:7][CH2:6][CH2:5][N:4]([C:8]([C:10]2[CH:15]=[C:14]([CH3:16])[CH:13]=[CH:12][C:11]=2[C:17]2[CH:18]=[N:19][N:20]([CH3:22])[CH:21]=2)=[O:9])[C@@H:3]1[CH2:23][NH:24][C:25]1[CH:30]=[CH:29][C:28](C(F)(F)F)=[CH:27][N:26]=1.ClC1C=CC=C([C:42]([F:45])([F:44])[F:43])N=1, predict the reaction product. (4) The product is: [CH3:24][C:19]1[CH:18]=[C:17]([CH:15]2[CH2:14][CH:13]([C:25]3[O:26][N:34]=[C:30]([CH:31]([CH3:33])[CH3:32])[N:29]=3)[CH2:12][N:11]([C:9]([N:6]3[CH2:5][CH2:4][CH:3]([C:1]#[N:2])[CH2:8][CH2:7]3)=[O:10])[CH2:16]2)[CH:22]=[CH:21][C:20]=1[CH3:23]. Given the reactants [C:1]([CH:3]1[CH2:8][CH2:7][N:6]([C:9]([N:11]2[CH2:16][CH:15]([C:17]3[CH:22]=[CH:21][C:20]([CH3:23])=[C:19]([CH3:24])[CH:18]=3)[CH2:14][CH:13]([C:25](O)=[O:26])[CH2:12]2)=[O:10])[CH2:5][CH2:4]1)#[N:2].O[N:29]=[C:30]([NH2:34])[CH:31]([CH3:33])[CH3:32], predict the reaction product. (5) Given the reactants [Si:1]([O:8][CH2:9][CH2:10][NH:11][C:12]1[CH:17]=[CH:16][C:15]([NH2:18])=[CH:14][CH:13]=1)([C:4]([CH3:7])([CH3:6])[CH3:5])([CH3:3])[CH3:2].O=C1[N:25]2[CH:26]=[N:27][C:28]([C:29]([O:31][CH3:32])=[O:30])=[C:24]2[C:23](=[O:33])N2C=NC(C([O-])=O)=C12, predict the reaction product. The product is: [Si:1]([O:8][CH2:9][CH2:10][NH:11][C:12]1[CH:13]=[CH:14][C:15]([NH:18][C:23]([C:24]2[NH:25][CH:26]=[N:27][C:28]=2[C:29]([O:31][CH3:32])=[O:30])=[O:33])=[CH:16][CH:17]=1)([C:4]([CH3:7])([CH3:6])[CH3:5])([CH3:3])[CH3:2]. (6) Given the reactants [F:1][C:2]1[CH:3]=[C:4]([C@@:12]([C:21]2[CH:26]=[CH:25][C:24]([F:27])=[CH:23][CH:22]=2)([NH2:20])[CH2:13][C:14]2[CH:19]=[CH:18][CH:17]=[CH:16][CH:15]=2)[CH:5]=[C:6]([C:8]([F:11])([F:10])[F:9])[CH:7]=1.[F:28][C:29]1[CH:36]=[CH:35][C:32]([CH:33]=O)=[CH:31][C:30]=1[C:37]([F:40])([F:39])[F:38].C(O)(=O)C.[BH-](OC(C)=O)(OC(C)=O)OC(C)=O.[Na+], predict the reaction product. The product is: [F:28][C:29]1[CH:36]=[CH:35][C:32]([CH2:33][NH:20][C@@:12]([C:4]2[CH:5]=[C:6]([C:8]([F:10])([F:11])[F:9])[CH:7]=[C:2]([F:1])[CH:3]=2)([C:21]2[CH:26]=[CH:25][C:24]([F:27])=[CH:23][CH:22]=2)[CH2:13][C:14]2[CH:15]=[CH:16][CH:17]=[CH:18][CH:19]=2)=[CH:31][C:30]=1[C:37]([F:38])([F:39])[F:40]. (7) Given the reactants [F:1][C:2]1[CH:9]=[CH:8][CH:7]=[CH:6][C:3]=1[CH:4]=[O:5].[CH:10]1([Mg]Br)[CH2:12][CH2:11]1.[Cl-].[NH4+].O, predict the reaction product. The product is: [CH:10]1([CH:4]([C:3]2[CH:6]=[CH:7][CH:8]=[CH:9][C:2]=2[F:1])[OH:5])[CH2:12][CH2:11]1. (8) Given the reactants [N-:1]([S:9]([C:12]([F:15])([F:14])[F:13])(=[O:11])=[O:10])[S:2]([C:5]([F:8])([F:7])[F:6])(=[O:4])=[O:3].[Li+].[Br-].[CH2:18]1[N+:23]2([CH2:29][CH2:28][CH2:27][CH2:26][CH2:25][CH2:24]2)[CH2:22][CH2:21][CH2:20][CH2:19]1, predict the reaction product. The product is: [N-:1]([S:2]([C:5]([F:8])([F:6])[F:7])(=[O:4])=[O:3])[S:9]([C:12]([F:15])([F:14])[F:13])(=[O:11])=[O:10].[CH2:22]1[N+:23]2([CH2:24][CH2:25][CH2:26][CH2:27][CH2:28][CH2:29]2)[CH2:18][CH2:19][CH2:20][CH2:21]1. (9) Given the reactants [Br:1][C:2]1[CH:3]=[C:4]([CH2:8][CH2:9][CH2:10][CH2:11][OH:12])[CH:5]=[CH:6][CH:7]=1.[Br:13][CH2:14][CH2:15][CH2:16][CH2:17][CH2:18][CH2:19]Br.O, predict the reaction product. The product is: [Br:1][C:2]1[CH:7]=[CH:6][CH:5]=[C:4]([CH2:8][CH2:9][CH2:10][CH2:11][O:12][CH2:19][CH2:18][CH2:17][CH2:16][CH2:15][CH2:14][Br:13])[CH:3]=1.